Dataset: Full USPTO retrosynthesis dataset with 1.9M reactions from patents (1976-2016). Task: Predict the reactants needed to synthesize the given product. (1) Given the product [CH:33]([NH:32][C:30](=[O:31])[CH2:29][N:2]1[CH2:3][CH:4]([C:6]2[CH:27]=[CH:26][C:9]3[C:10]4[N:14]([CH:13]=[C:12]([C:18]5[N:19]([CH:23]([CH3:24])[CH3:25])[N:20]=[CH:21][N:22]=5)[N:11]=4)[CH2:15][CH2:16][O:17][C:8]=3[CH:7]=2)[CH2:5]1)([CH3:35])[CH3:34], predict the reactants needed to synthesize it. The reactants are: Cl.[NH:2]1[CH2:5][CH:4]([C:6]2[CH:27]=[CH:26][C:9]3[C:10]4[N:14]([CH2:15][CH2:16][O:17][C:8]=3[CH:7]=2)[CH:13]=[C:12]([C:18]2[N:19]([CH:23]([CH3:25])[CH3:24])[N:20]=[CH:21][N:22]=2)[N:11]=4)[CH2:3]1.Cl[CH2:29][C:30]([NH:32][CH:33]([CH3:35])[CH3:34])=[O:31].CO. (2) Given the product [NH2:1][C:4]1[CH:5]=[CH:6][C:7]([N:10]2[CH2:15][CH2:14][N:13]([C:16]([O:18][C:19]([CH3:22])([CH3:21])[CH3:20])=[O:17])[CH2:12][CH2:11]2)=[N:8][CH:9]=1, predict the reactants needed to synthesize it. The reactants are: [N+:1]([C:4]1[CH:5]=[CH:6][C:7]([N:10]2[CH2:15][CH2:14][N:13]([C:16]([O:18][C:19]([CH3:22])([CH3:21])[CH3:20])=[O:17])[CH2:12][CH2:11]2)=[N:8][CH:9]=1)([O-])=O. (3) The reactants are: [OH:1][C:2]1[C:11]2[C:6](=[C:7]([CH3:12])[CH:8]=[CH:9][CH:10]=2)[C:5]([C:13]([N:15]2[CH2:19][CH2:18][CH2:17][CH2:16]2)=[O:14])=[CH:4][CH:3]=1.[O:20](S(C(F)(F)F)(=O)=O)[S:21]([C:24]([F:27])([F:26])[F:25])(=O)=[O:22]. Given the product [F:25][C:24]([F:27])([F:26])[S:21]([O:1][C:2]1[C:11]2[C:6](=[C:7]([CH3:12])[CH:8]=[CH:9][CH:10]=2)[C:5]([C:13]([N:15]2[CH2:19][CH2:18][CH2:17][CH2:16]2)=[O:14])=[CH:4][CH:3]=1)(=[O:22])=[O:20], predict the reactants needed to synthesize it. (4) Given the product [CH3:1][S:2]([OH:5])(=[O:4])=[O:3].[CH3:1][S:2]([OH:5])(=[O:4])=[O:3].[CH:6]1([NH:9][C:10](=[O:38])[C:11]2[CH:16]=[CH:15][C:14]([CH3:17])=[C:13]([N:18]3[C:27](=[O:28])[C:26]4[C:21](=[CH:22][CH:23]=[C:24]([O:29][CH2:30][CH2:31][N:32]5[CH2:33][CH2:34][CH2:35][CH2:36][CH2:37]5)[CH:25]=4)[N:20]=[CH:19]3)[CH:12]=2)[CH2:7][CH2:8]1, predict the reactants needed to synthesize it. The reactants are: [CH3:1][S:2]([OH:5])(=[O:4])=[O:3].[CH:6]1([NH:9][C:10](=[O:38])[C:11]2[CH:16]=[CH:15][C:14]([CH3:17])=[C:13]([N:18]3[C:27](=[O:28])[C:26]4[C:21](=[CH:22][CH:23]=[C:24]([O:29][CH2:30][CH2:31][N:32]5[CH2:37][CH2:36][CH2:35][CH2:34][CH2:33]5)[CH:25]=4)[N:20]=[CH:19]3)[CH:12]=2)[CH2:8][CH2:7]1. (5) Given the product [CH3:25][O:24][C:7]1[CH:6]=[CH:5][C:4]2[N:3]=[C:2]([NH:32][C:31]3[CH:33]=[CH:34][CH:35]=[C:29]([S:27]([CH3:26])=[O:28])[CH:30]=3)[C:11]3=[N:12][NH:13][CH:14]=[C:10]3[C:9]=2[CH:8]=1, predict the reactants needed to synthesize it. The reactants are: Cl[C:2]1[C:11]2=[N:12][N:13](CC3C=CC(OC)=CC=3)[CH:14]=[C:10]2[C:9]2[CH:8]=[C:7]([O:24][CH3:25])[CH:6]=[CH:5][C:4]=2[N:3]=1.[CH3:26][S:27]([C:29]1[CH:30]=[C:31]([CH:33]=[CH:34][CH:35]=1)[NH2:32])=[O:28].Cl.